Dataset: Full USPTO retrosynthesis dataset with 1.9M reactions from patents (1976-2016). Task: Predict the reactants needed to synthesize the given product. (1) Given the product [CH3:1][N:2]([CH3:21])[C:3]([CH:5]1[CH2:6][CH2:7][NH:8][CH2:9][CH2:10]1)=[O:4], predict the reactants needed to synthesize it. The reactants are: [CH3:1][N:2]([CH3:21])[C:3]([CH:5]1[CH2:10][CH2:9][N:8](C(OCC2C=CC=CC=2)=O)[CH2:7][CH2:6]1)=[O:4].CO.[H][H]. (2) Given the product [C:1]([O:5][C:6]([N:8]1[C@H:13]([C:14](=[O:16])[NH:21][CH2:20][CH2:19][C:18]([CH3:23])([CH3:22])[CH3:17])[CH2:12][C@@H:11]2[C@H:9]1[CH2:10]2)=[O:7])([CH3:2])([CH3:3])[CH3:4], predict the reactants needed to synthesize it. The reactants are: [C:1]([O:5][C:6]([N:8]1[C@H:13]([C:14]([OH:16])=O)[CH2:12][C@@H:11]2[C@H:9]1[CH2:10]2)=[O:7])([CH3:4])([CH3:3])[CH3:2].[CH3:17][C:18]([CH3:23])([CH3:22])[CH2:19][CH2:20][NH2:21].CN(C(ON1N=NC2C=CC=CC1=2)=[N+](C)C)C.F[P-](F)(F)(F)(F)F.CCN(C(C)C)C(C)C. (3) Given the product [Br:1][C:2]1[CH:11]=[C:10]2[C:5]([C:6](=[O:18])[N:7]3[CH2:16][CH2:15][CH:14]([F:25])[CH2:13][CH2:12][C:8]3=[N:9]2)=[CH:4][CH:3]=1, predict the reactants needed to synthesize it. The reactants are: [Br:1][C:2]1[CH:11]=[C:10]2[C:5]([C:6](=[O:18])[N:7]3[CH2:16][CH2:15][CH:14](O)[CH2:13][CH2:12][C:8]3=[N:9]2)=[CH:4][CH:3]=1.CCN(S(F)(F)[F:25])CC. (4) Given the product [CH3:21][N:19]1[CH:20]=[C:16]([NH:15][C:12]2[N:11]=[C:10]3[N:6]([CH2:5][C:4]4[CH:3]=[C:2]([NH:1][C:25](=[O:28])[C:26]#[CH:27])[CH:24]=[CH:23][CH:22]=4)[N:7]=[CH:8][C:9]3=[CH:14][N:13]=2)[CH:17]=[N:18]1, predict the reactants needed to synthesize it. The reactants are: [NH2:1][C:2]1[CH:3]=[C:4]([CH:22]=[CH:23][CH:24]=1)[CH2:5][N:6]1[C:10]2=[N:11][C:12]([NH:15][C:16]3[CH:17]=[N:18][N:19]([CH3:21])[CH:20]=3)=[N:13][CH:14]=[C:9]2[CH:8]=[N:7]1.[C:25](O)(=[O:28])[C:26]#[CH:27].CCN(C(C)C)C(C)C.C1CN([P+](Br)(N2CCCC2)N2CCCC2)CC1.F[P-](F)(F)(F)(F)F.